Task: Predict the product of the given reaction.. Dataset: Forward reaction prediction with 1.9M reactions from USPTO patents (1976-2016) Given the reactants [C:1]([C:4]1[C:9]([C:10]([F:13])([F:12])[F:11])=[CH:8][CH:7]=[CH:6][N:5]=1)(=[O:3])[CH3:2].[BH4-].[Na+], predict the reaction product. The product is: [F:13][C:10]([F:11])([F:12])[C:9]1[C:4]([CH:1]([OH:3])[CH3:2])=[N:5][CH:6]=[CH:7][CH:8]=1.